The task is: Predict the reactants needed to synthesize the given product.. This data is from Full USPTO retrosynthesis dataset with 1.9M reactions from patents (1976-2016). Given the product [C:1]([NH:4][CH2:5][CH2:6][CH2:7][S:8]([O:11][CH2:12][C:13]([CH3:41])([CH3:40])[C@@H:14]([OH:32])[C:15]([O:17][CH2:18][CH2:19][O:20][C:21](=[O:31])[CH2:22][OH:23])=[O:16])(=[O:10])=[O:9])(=[O:3])[CH3:2], predict the reactants needed to synthesize it. The reactants are: [C:1]([NH:4][CH2:5][CH2:6][CH2:7][S:8]([O:11][CH2:12][C:13]([CH3:41])([CH3:40])[C@@H:14]([O:32]CC1C=CC=CC=1)[C:15]([O:17][CH2:18][CH2:19][O:20][C:21](=[O:31])[CH2:22][O:23]CC1C=CC=CC=1)=[O:16])(=[O:10])=[O:9])(=[O:3])[CH3:2].CO.